From a dataset of Catalyst prediction with 721,799 reactions and 888 catalyst types from USPTO. Predict which catalyst facilitates the given reaction. Reactant: [F:1][C:2]([F:38])([F:37])[C:3]1[CH:4]=[C:5]([CH:34]=[CH:35][CH:36]=1)[C:6]([NH:8][C:9]1[CH:10]=[C:11]([CH:31]=[CH:32][CH:33]=1)[O:12][C:13]1[CH:14]=[CH:15][C:16]2[N:17]([CH:19]=[C:20]([NH:22][C:23](=[O:30])OCC(Cl)(Cl)Cl)[N:21]=2)[N:18]=1)=[O:7].[NH2:39][CH2:40][CH2:41][O:42][CH2:43][CH2:44][OH:45].C(N(C(C)C)C(C)C)(C)C. Product: [OH:45][CH2:44][CH2:43][O:42][CH2:41][CH2:40][NH:39][C:23]([NH:22][C:20]1[N:21]=[C:16]2[CH:15]=[CH:14][C:13]([O:12][C:11]3[CH:10]=[C:9]([NH:8][C:6](=[O:7])[C:5]4[CH:34]=[CH:35][CH:36]=[C:3]([C:2]([F:37])([F:1])[F:38])[CH:4]=4)[CH:33]=[CH:32][CH:31]=3)=[N:18][N:17]2[CH:19]=1)=[O:30]. The catalyst class is: 16.